From a dataset of Full USPTO retrosynthesis dataset with 1.9M reactions from patents (1976-2016). Predict the reactants needed to synthesize the given product. (1) Given the product [CH2:1]([O:3][CH:4]([O:8][CH2:9][CH3:10])[CH2:5][CH2:6][NH:7][CH2:18][CH2:17][C:11]1[CH:16]=[CH:15][CH:14]=[CH:13][CH:12]=1)[CH3:2], predict the reactants needed to synthesize it. The reactants are: [CH2:1]([O:3][CH:4]([O:8][CH2:9][CH3:10])[CH2:5][CH2:6][NH2:7])[CH3:2].[C:11]1([CH2:17][CH:18]=O)[CH:16]=[CH:15][CH:14]=[CH:13][CH:12]=1.C(O)(=O)C.[Na]. (2) Given the product [CH3:1][O:2][C:3](=[O:24])[C:4]([C:9]1[NH:10][C:11]2[C:16]([C:17]=1[CH2:18][CH2:19][N:20]=[N+:21]=[N-:22])=[CH:15][CH:14]=[C:13]([F:23])[CH:12]=2)([CH3:25])[C:5]([O:7][CH3:8])=[O:6], predict the reactants needed to synthesize it. The reactants are: [CH3:1][O:2][C:3](=[O:24])[CH:4]([C:9]1[NH:10][C:11]2[C:16]([C:17]=1[CH2:18][CH2:19][N:20]=[N+:21]=[N-:22])=[CH:15][CH:14]=[C:13]([F:23])[CH:12]=2)[C:5]([O:7][CH3:8])=[O:6].[CH3:25][O-].[Na+]. (3) The reactants are: [NH:1]([C:3]1[N:8]=[CH:7][N:6]=[C:5]2[N:9]([C:12]3[CH:17]=[CH:16][CH:15]=[CH:14][CH:13]=3)[N:10]=[CH:11][C:4]=12)[NH2:2].[CH:18]([C:20]1[CH:21]=[CH:22][C:23]([NH:26][C:27](=[O:29])[CH3:28])=[N:24][CH:25]=1)=O.C1(N2C3=NC=NC(NN=CC4C=CN=CC=4)=C3C=N2)C=CC=CC=1. Given the product [C:12]1([N:9]2[C:5]3=[N:6][CH:7]=[N:8][C:3]([NH:1]/[N:2]=[CH:18]/[C:20]4[CH:21]=[CH:22][C:23]([NH:26][C:27](=[O:29])[CH3:28])=[N:24][CH:25]=4)=[C:4]3[CH:11]=[N:10]2)[CH:17]=[CH:16][CH:15]=[CH:14][CH:13]=1, predict the reactants needed to synthesize it. (4) Given the product [F:33][C:34]([F:38])([F:37])[CH2:35][N:9]1[C:10]2[CH:17]=[CH:16][CH:15]=[CH:14][C:11]=2[C:12](=[O:13])[N:6]([CH2:5][C:4]2[C:19]([O:25][CH3:26])=[CH:20][C:21]([O:23][CH3:24])=[CH:22][C:3]=2[O:2][CH3:1])[CH2:7][C:8]1=[O:18], predict the reactants needed to synthesize it. The reactants are: [CH3:1][O:2][C:3]1[CH:22]=[C:21]([O:23][CH3:24])[CH:20]=[C:19]([O:25][CH3:26])[C:4]=1[CH2:5][N:6]1[C:12](=[O:13])[C:11]2[CH:14]=[CH:15][CH:16]=[CH:17][C:10]=2[NH:9][C:8](=[O:18])[CH2:7]1.C(=O)([O-])[O-].[Cs+].[Cs+].[F:33][C:34]([F:38])([F:37])[CH2:35]I. (5) Given the product [Cl:5][CH2:4][CH2:3][CH2:2][O:30][C:27]1[CH:28]=[CH:29][C:24]([C:21]2[O:22][CH:23]=[C:19]([CH2:18][N:14]3[CH2:15][CH2:16][CH2:17][CH:13]3[CH3:12])[N:20]=2)=[CH:25][CH:26]=1, predict the reactants needed to synthesize it. The reactants are: Br[CH2:2][CH2:3][CH2:4][Cl:5].C(=O)([O-])[O-].[K+].[K+].[CH3:12][CH:13]1[CH2:17][CH2:16][CH2:15][N:14]1[CH2:18][C:19]1[N:20]=[C:21]([C:24]2[CH:29]=[CH:28][C:27]([OH:30])=[CH:26][CH:25]=2)[O:22][CH:23]=1. (6) Given the product [C:12]1([C:10]2[NH:9][C:8]3[CH:18]=[CH:19][C:5]([CH2:3][OH:2])=[CH:6][C:7]=3[N:11]=2)[CH:17]=[CH:16][CH:15]=[CH:14][CH:13]=1, predict the reactants needed to synthesize it. The reactants are: C[O:2][C:3]([C:5]1[CH:19]=[CH:18][C:8]2[NH:9][C:10]([C:12]3[CH:17]=[CH:16][CH:15]=[CH:14][CH:13]=3)=[N:11][C:7]=2[CH:6]=1)=O.[H-].[H-].[H-].[H-].[Li+].[Al+3].O.[OH-].[Na+]. (7) Given the product [CH:25]1([C@H:23]([NH:22][C:5]2[C:6]3[N:7]([CH:10]=[C:11]([C:13]4[CH:21]=[CH:20][CH:19]=[C:15]([C:16](=[O:18])[N:29]([CH3:30])[CH3:28])[CH:14]=4)[CH:12]=3)[N:8]=[CH:9][C:4]=2[C:1]([NH2:2])=[O:3])[CH3:24])[CH2:26][CH2:27]1, predict the reactants needed to synthesize it. The reactants are: [C:1]([C:4]1[CH:9]=[N:8][N:7]2[CH:10]=[C:11]([C:13]3[CH:14]=[C:15]([CH:19]=[CH:20][CH:21]=3)[C:16]([OH:18])=O)[CH:12]=[C:6]2[C:5]=1[NH:22][C@@H:23]([CH:25]1[CH2:27][CH2:26]1)[CH3:24])(=[O:3])[NH2:2].[CH3:28][NH:29][CH3:30].C(N(CC)CC)C.F[P-](F)(F)(F)(F)F.N1(O[P+](N(C)C)(N(C)C)N(C)C)C2C=CC=CC=2N=N1. (8) Given the product [NH2:22][CH2:21][CH2:20][CH2:19][N:10]1[C:11]2[C:6](=[C:5]([F:4])[CH:14]=[CH:13][C:12]=2[O:15][CH2:16][CH2:17][CH3:18])[C:7](=[O:41])[C:8]([C:33]2[CH:34]=[CH:35][C:36]([O:39][CH3:40])=[CH:37][CH:38]=2)=[CH:9]1, predict the reactants needed to synthesize it. The reactants are: O.NN.[F:4][C:5]1[CH:14]=[CH:13][C:12]([O:15][CH2:16][CH2:17][CH3:18])=[C:11]2[C:6]=1[C:7](=[O:41])[C:8]([C:33]1[CH:38]=[CH:37][C:36]([O:39][CH3:40])=[CH:35][CH:34]=1)=[CH:9][N:10]2[CH2:19][CH2:20][CH2:21][N:22]1C(=O)C2C(=CC=CC=2)C1=O. (9) Given the product [Cl:1][C:2]1[CH:7]=[CH:6][N:5]=[C:4]2[C:8]([I:11])=[CH:9][N:10]([C:12]([O:14][C:15]([CH3:18])([CH3:17])[CH3:16])=[O:13])[C:3]=12, predict the reactants needed to synthesize it. The reactants are: [Cl:1][C:2]1[CH:7]=[CH:6][N:5]=[C:4]2[C:8]([I:11])=[CH:9][NH:10][C:3]=12.[C:12](O[C:12]([O:14][C:15]([CH3:18])([CH3:17])[CH3:16])=[O:13])([O:14][C:15]([CH3:18])([CH3:17])[CH3:16])=[O:13]. (10) Given the product [Cl:38][C:35]1[CH:36]=[C:37]2[C:32](=[CH:33][CH:34]=1)[NH:31][C:27]1[C:28]([O:30][C@@H:3]3[CH2:4][CH2:9][NH:1][CH2:2]3)=[C:29]3[NH:17][C:18]4[CH:19]=[CH:20][C:21]([Cl:46])=[CH:22][C:23]=4[C:24]3=[CH:25][C:26]2=1, predict the reactants needed to synthesize it. The reactants are: [NH:1]1[C:9]2[C:4](=CC=CC=2)[CH:3]=[CH:2]1.C([N:17]1[C:29]2[C:28]([OH:30])=[C:27]3[N:31](C(OC(C)(C)C)=O)[C:32]4[CH:33]=[CH:34][C:35]([Cl:38])=[CH:36][C:37]=4[C:26]3=[CH:25][C:24]=2[C:23]2[C:18]1=[CH:19][CH:20]=[C:21]([Cl:46])[CH:22]=2)(OC(C)(C)C)=O.O[C@@H]1CCN(C(OC(C)(C)C)=O)C1.